From a dataset of Catalyst prediction with 721,799 reactions and 888 catalyst types from USPTO. Predict which catalyst facilitates the given reaction. Reactant: [CH2:1]1[CH2:12][CH2:11][CH2:10][CH2:9][CH2:8][CH2:7][CH2:6][CH2:5][CH2:4][CH2:3][CH2:2]1.[OH:13]N1[C:24](=[O:25])[C:23]2[C:18](=[CH:19][CH:20]=[CH:21][CH:22]=2)S1(=O)=O. Product: [C:1]1(=[O:13])[CH2:12][CH2:11][CH2:10][CH2:9][CH2:8][CH2:7][CH2:6][CH2:5][CH2:4][CH2:3][CH2:2]1.[CH:24]1([OH:25])[CH2:23][CH2:18][CH2:19][CH2:20][CH2:21][CH2:22][CH2:11][CH2:12][CH2:1][CH2:2][CH2:3]1. The catalyst class is: 10.